Predict the reactants needed to synthesize the given product. From a dataset of Retrosynthesis with 50K atom-mapped reactions and 10 reaction types from USPTO. (1) Given the product C=CCOc1ccc(C(=O)c2cccs2)c2occ(C)c12, predict the reactants needed to synthesize it. The reactants are: C=CCBr.Cc1coc2c(C(=O)c3cccs3)ccc(O)c12. (2) Given the product CCCCCCOc1ccc(C2CCC(CCCCC)CO2)cc1, predict the reactants needed to synthesize it. The reactants are: CCCCCC1CCC(c2ccc(O)cc2)OC1.CCCCCCI. (3) Given the product Nc1nc2ccccc2c2c1ncn2CCCCNC(=O)c1cccc2cccnc12, predict the reactants needed to synthesize it. The reactants are: NCCCCn1cnc2c(N)nc3ccccc3c21.O=C(Cl)c1cccc2cccnc12. (4) Given the product Cc1ccc(CN2CCN(S(=O)(=O)NC(Cc3ccc(-c4noc(-c5ccc(NC(=O)OC(C)(C)C)cc5)n4)c(F)c3)C(=O)O)CC2)cc1, predict the reactants needed to synthesize it. The reactants are: CCOC(=O)C(Cc1ccc(-c2noc(-c3ccc(NC(=O)OC(C)(C)C)cc3)n2)c(F)c1)NS(=O)(=O)N1CCN(Cc2ccc(C)cc2)CC1. (5) Given the product CC(C)C1CC(=O)CCS1, predict the reactants needed to synthesize it. The reactants are: CC(C)C1CC2(CCS1)OCCO2. (6) Given the product CC1CN(Cc2ccc(OC(F)(F)F)cc2)CC(C)N1, predict the reactants needed to synthesize it. The reactants are: CC1CNCC(C)N1.O=Cc1ccc(OC(F)(F)F)cc1. (7) Given the product CC(=O)N1CCN(CCCO)CC1, predict the reactants needed to synthesize it. The reactants are: CC(=O)N1CCNCC1.OCCCBr.